Binary Classification. Given a miRNA mature sequence and a target amino acid sequence, predict their likelihood of interaction. From a dataset of Experimentally validated miRNA-target interactions with 360,000+ pairs, plus equal number of negative samples. (1) The miRNA is hsa-miR-513a-3p with sequence UAAAUUUCACCUUUCUGAGAAGG. The protein sequence of the target gene is MPALPLDQLQITHKDPKTGQPKTSAALNPEQKADRYFVLYKPPPKDNIPALVEEYLERANFVANDLDWLLALPHDKFWCQVIFDETLQKCLDSYLHYVPRKFDEWVAPTPEVADMQNHLHRSVFLTFLRMSTHKESKDHFISPSAFGEILYNNFLFDIPKILDLCVLFGKGNSPLLQKMIGNIFTQQPSYYTDLDETIPTILQVFSNILQHCGLQGDGTSTTPQKLGERSPLTPSDMPLLELKDIVLYLCDTSTTLWAFLDIFPLACQTFQKHDFCYRLASFYEMAIPELESAIKKRRLE.... Result: 0 (no interaction). (2) The miRNA is hsa-miR-660-3p with sequence ACCUCCUGUGUGCAUGGAUUA. The protein sequence of the target gene is MAAPTPARPVLTHLLVALFGMGSWAAVNGIWVELPVVVKELPEGWSLPSYVSVLVALGNLGLLVVTLWRRLAPGKDEQVPIRVVQVLGMVGTALLASLWHHVAPVAGQLHSVAFLALAFVLALACCASNVTFLPFLSHLPPRFLRSFFLGQGLSALLPCVLALVQGVGRLECPPAPINGTPGPPLDFLERFPASTFFWALTALLVASAAAFQGLLLLLPPPPSVPTGELGSGLQVGAPGAEEEVEESSPLQEPPSQAAGTTPGPDPKAYQLLSARSACLLGLLAATNALTNGVLPAVQSF.... Result: 0 (no interaction). (3) The miRNA is hsa-miR-365b-3p with sequence UAAUGCCCCUAAAAAUCCUUAU. The protein sequence of the target gene is MESAGLEQLLRELLLPDTERIRRATEQLQIVLRAPAALPALCDLLASAADPQIRQFAAVLTRRRLNTRWRRLAAEQRESLKSLILTALQRETEHCVSLSLAQLSATIFRKEGLEAWPQLLQLLQHSTHSPHSPEREMGLLLLSVVVTSRPEAFQPHHRELLRLLNETLGEVGSPGLLFYSLRTLTTMAPYLSTEDVPLARMLVPKLIMAMQTLIPIDEAKACEALEALDELLESEVPVITPYLSEVLTFCLEVARNVALGNAIRIRILCCLTFLVKVKSKALLKNRLLPPLLHTLFPIVA.... Result: 0 (no interaction). (4) The miRNA is mmu-miR-154-5p with sequence UAGGUUAUCCGUGUUGCCUUCG. The protein sequence of the target gene is MESSGSAACCPVLQQRARWERKRVCTARELLETERRYQEQLGLVATYFLRILKAKGTLRPPELQTLFGTWELIYAASLELLPYLEEGQWGLGLQGFCPHLELYAQFAANAERSQTTLQAQLKKNKRFRRFVKLQEGRPEFRGLQLQDLLPLPLQRLQQYENLVVALAENTVPNSPDYQQLTRAARLVSETAQKVHAIGQSQKNDQHLLRVQALLSGRKAKGLTSGRWFLRQGWLLVVPPTGEPRPRMFFLFSDVLLMAKPRPPLHLLKSGTFVCRALYPMSQCHLSRVFGHSGGPCGGLL.... Result: 0 (no interaction). (5) The miRNA is mmu-miR-7234-5p with sequence UUGUUUUCUCCAAAGACGUUUCU. The protein sequence of the target gene is MYRALRLLARSRPLVRAPAAALASAPGLGGAAVPSFWPPNAARMASQNSFRIEYDTFGELKVPNDKYYGAQTVRSTMNFKIGGVTERMPTPVIKAFGILKRAAAEVNQDYGLDPKIANAIMKAADEVAEGKLNDHFPLVVWQTGSGTQTNMNVNEVISNRAIEMLGGELGSKIPVHPNDHVNKSQSSNDTFPTAMHIAAAIEVHEVLLPGLQKLHDALDAKSKEFAQIIKIGRTHTQDAVPLTLGQEFSGYVQQVKYAMTRIKAAMPRIYELAAGGTAVGTGLNTRIGFAEKVAAKVAAL.... Result: 0 (no interaction). (6) The miRNA is rno-miR-342-3p with sequence UCUCACACAGAAAUCGCACCCGU. The protein sequence of the target gene is MTNSSSTSTSTTTGGSLLLLCEEEESWAGRRIPVSLLYSGLAIGGTLANGMVIYLVSSFRKLQTTSNAFIVNGCAADLSVCALWMPQEAVLGLLPSGSAEPPGDWDGGGGSYRLLRGGLLGLGLTVSLLSHCLVALNRYLLITRAPATYQVLYQRRHTVGMLALSWALALGLVLLLPPWAPKPGAEPPQVHYPALLAAGALLAQTALLLHCYLGIVRRVRVSVKRVSVLNFHLLHQLPGCAAAAAAFPAAPHAPGPGGAAHPAQPQPLPAALQPRRAQRRLSGLSVLLLCCVFLLATQPL.... Result: 0 (no interaction). (7) The miRNA is mmu-miR-1981-5p with sequence GUAAAGGCUGGGCUUAGACGUGGC. The protein sequence of the target gene is MNEQSEKNNSIQERHTDHSFPEKNCQIGQKQLQQIERQLKCLAFRNPGPQVADFNPETRQQKKKARMSKMNEYFSTKYKIMRKYDKSGRLICNDADLCDCLEKNCLGCFYPCPKCNSNKCGPECRCNRRWVYDAIVTESGEVISTLPFNVPD. Result: 0 (no interaction).